This data is from Full USPTO retrosynthesis dataset with 1.9M reactions from patents (1976-2016). The task is: Predict the reactants needed to synthesize the given product. (1) Given the product [CH2:20]([O:1][C:2]1[CH:7]=[CH:6][C:5]([O:8][C:9](=[O:16])[C:10]2[CH:15]=[CH:14][CH:13]=[CH:12][CH:11]=2)=[CH:4][C:3]=1[N+:17]([O-:19])=[O:18])[C:21]1[CH:26]=[CH:25][CH:24]=[CH:23][CH:22]=1, predict the reactants needed to synthesize it. The reactants are: [OH:1][C:2]1[CH:7]=[CH:6][C:5]([O:8][C:9](=[O:16])[C:10]2[CH:15]=[CH:14][CH:13]=[CH:12][CH:11]=2)=[CH:4][C:3]=1[N+:17]([O-:19])=[O:18].[CH2:20](Br)[C:21]1[CH:26]=[CH:25][CH:24]=[CH:23][CH:22]=1.C(=O)([O-])[O-].[K+].[K+]. (2) Given the product [C:46]1([CH:30]([C:24]2[CH:25]=[CH:26][CH:27]=[CH:28][CH:29]=2)[N:31]2[C:39]3[C:34](=[C:35]([O:42][CH3:43])[CH:36]=[C:37]([O:40][CH3:41])[CH:38]=3)[C:33]([OH:44])([C:13]3[C:12]([OH:15])=[CH:11][C:10]4[O:23][CH2:2][CH2:1][O:8][C:9]=4[CH:14]=3)[C:32]2=[O:45])[CH:51]=[CH:50][CH:49]=[CH:48][CH:47]=1, predict the reactants needed to synthesize it. The reactants are: [CH2:1]([O:8][C:9]1[CH:14]=[CH:13][C:12]([OH:15])=[CH:11][CH:10]=1)[C:2]1C=CC=CC=1.BrC1C=C([OH:23])C=CC=1.[C:24]1([CH:30]([C:46]2[CH:51]=[CH:50][CH:49]=[CH:48][CH:47]=2)[N:31]2[C:39]3[C:34](=[C:35]([O:42][CH3:43])[CH:36]=[C:37]([O:40][CH3:41])[CH:38]=3)[C:33](=[O:44])[C:32]2=[O:45])[CH:29]=[CH:28][CH:27]=[CH:26][CH:25]=1.FC(F)(F)C1OC(CN2C3C(=CC=CC=3)C(=O)C2=O)=CC=1. (3) Given the product [Br:38][C:35]1[CH:36]=[CH:37][C:32]([N:13]2[CH2:14][CH2:15][C:11]3([CH2:10][CH:9]([NH:16][C:17]([O:19][CH2:20][C:21]4[O:25][N:24]=[C:23]([C:26]([O:28][CH2:29][CH3:30])=[O:27])[CH:22]=4)=[O:18])[CH2:8]3)[CH2:12]2)=[N:33][CH:34]=1, predict the reactants needed to synthesize it. The reactants are: FC(F)(F)C(O)=O.[CH2:8]1[C:11]2([CH2:15][CH2:14][NH:13][CH2:12]2)[CH2:10][CH:9]1[NH:16][C:17]([O:19][CH2:20][C:21]1[O:25][N:24]=[C:23]([C:26]([O:28][CH2:29][CH3:30])=[O:27])[CH:22]=1)=[O:18].F[C:32]1[CH:37]=[CH:36][C:35]([Br:38])=[CH:34][N:33]=1.